This data is from Catalyst prediction with 721,799 reactions and 888 catalyst types from USPTO. The task is: Predict which catalyst facilitates the given reaction. (1) The catalyst class is: 5. Product: [CH:7]1([C:8]2[N:10]=[C:2]([NH2:3])[S:1][N:9]=2)[CH2:6][CH2:5]1. Reactant: [S-:1][C:2]#[N:3].[Na+].[CH2:5]1[CH:7]([C:8]([NH2:10])=[NH:9])[CH2:6]1.Cl.C(N(CC)CC)C.Cl[O-].[Na+]. (2) Product: [C:1]([NH:5][C:6]([NH:8][C@@H:9]1[CH2:13][CH2:12][C@@H:11]([C:14]([N:16]2[CH2:23][CH2:22][C@:21]3([CH3:27])[C:24]([CH3:25])([CH3:26])[C@H:17]2[CH2:18][C:19]2[C:31]([OH:32])=[CH:30][CH:29]=[CH:28][C:20]=23)=[O:15])[CH2:10]1)=[O:7])([CH3:4])([CH3:3])[CH3:2]. Reactant: [C:1]([N:5]=[C:6]=[O:7])([CH3:4])([CH3:3])[CH3:2].[NH2:8][C@@H:9]1[CH2:13][CH2:12][C@@H:11]([C:14]([N:16]2[CH2:23][CH2:22][C@:21]3([CH3:27])[C:24]([CH3:26])([CH3:25])[C@H:17]2[CH2:18][C:19]2[C:31]([OH:32])=[CH:30][CH:29]=[CH:28][C:20]=23)=[O:15])[CH2:10]1.C(N(C(C)C)C(C)C)C. The catalyst class is: 9.